Dataset: Full USPTO retrosynthesis dataset with 1.9M reactions from patents (1976-2016). Task: Predict the reactants needed to synthesize the given product. The reactants are: [NH2:1][C@H:2]([CH2:13][OH:14])[C:3]([NH:5][CH2:6][C:7]1[CH:12]=[CH:11][CH:10]=[CH:9][CH:8]=1)=[O:4].[C:15](O[C:15]([O:17][C:18]([CH3:21])([CH3:20])[CH3:19])=[O:16])([O:17][C:18]([CH3:21])([CH3:20])[CH3:19])=[O:16].C(N(CC)CC)C. Given the product [CH2:6]([NH:5][C:3](=[O:4])[C@H:2]([NH:1][C:15](=[O:16])[O:17][C:18]([CH3:21])([CH3:20])[CH3:19])[CH2:13][OH:14])[C:7]1[CH:12]=[CH:11][CH:10]=[CH:9][CH:8]=1, predict the reactants needed to synthesize it.